From a dataset of Forward reaction prediction with 1.9M reactions from USPTO patents (1976-2016). Predict the product of the given reaction. (1) Given the reactants [NH:1]1[CH2:6][CH2:5][NH:4][CH2:3][CH2:2]1.Cl[C:8]1[CH:13]=[C:12]([C:14]([F:17])([F:16])[F:15])[CH:11]=[CH:10][N:9]=1, predict the reaction product. The product is: [F:15][C:14]([F:17])([F:16])[C:12]1[CH:11]=[CH:10][N:9]=[C:8]([N:1]2[CH2:6][CH2:5][NH:4][CH2:3][CH2:2]2)[CH:13]=1. (2) Given the reactants [NH2:1][C:2]1[C:3]([C:8]([OH:10])=O)=[N:4][CH:5]=[CH:6][CH:7]=1.[C:17](O[C:17](=[O:21])[CH2:18][CH2:19][CH3:20])(=[O:21])[CH2:18][CH2:19][CH3:20].C([O-])(O)=O.[Na+].[CH2:27]([NH2:34])[C:28]1[CH:33]=[CH:32][CH:31]=[CH:30][CH:29]=1, predict the reaction product. The product is: [CH2:27]([NH:34][C:8]([C:3]1[C:2]([NH:1][C:17](=[O:21])[CH2:18][CH2:19][CH3:20])=[CH:7][CH:6]=[CH:5][N:4]=1)=[O:10])[C:28]1[CH:33]=[CH:32][CH:31]=[CH:30][CH:29]=1. (3) Given the reactants [CH2:1]1[C:10]2[C:5](=[CH:6][CH:7]=[CH:8][CH:9]=2)[CH2:4][CH2:3][N:2]1[NH2:11].Cl[C:13]([O:15][C:16]1[CH:21]=[CH:20][C:19]([C:22]([F:25])([F:24])[F:23])=[CH:18][CH:17]=1)=[O:14], predict the reaction product. The product is: [F:23][C:22]([F:24])([F:25])[C:19]1[CH:18]=[CH:17][C:16]([O:15][C:13](=[O:14])[NH:11][N:2]2[CH2:3][CH2:4][C:5]3[C:10](=[CH:9][CH:8]=[CH:7][CH:6]=3)[CH2:1]2)=[CH:21][CH:20]=1.